From a dataset of KCNQ2 potassium channel screen with 302,405 compounds. Binary Classification. Given a drug SMILES string, predict its activity (active/inactive) in a high-throughput screening assay against a specified biological target. The drug is [O-][N+](=O)c1cc2[nH]c(nc2cc1)CCCc1[nH]c2c(n1)ccc([N+]([O-])=O)c2. The result is 0 (inactive).